Binary Classification. Given a miRNA mature sequence and a target amino acid sequence, predict their likelihood of interaction. From a dataset of Experimentally validated miRNA-target interactions with 360,000+ pairs, plus equal number of negative samples. The miRNA is rno-miR-382-5p with sequence GAAGUUGUUCGUGGUGGAUUCG. The protein sequence of the target gene is MSTRSVSSSSYRRMFGGSGTSSRPSSNRSYVTTSTRTYSLGSALRPSTSRSLYSSSPGGAYVTRSSAVRLRSSMPGVRLLQDSVDFSLADAINTEFKNTRTNEKVELQELNDRFANYIDKVRFLEQQNKILLAELEQLKGQGKSRLGDLYEEEMRELRRQVDQLTNDKARVEVERDNLAEDIMRLREKLQEEMLQREEAESTLQSFRQDVDNASLARLDLERKVESLQEEIAFLKKLHDEEIQELQAQIQEQHVQIDVDVSKPDLTAALRDVRQQYESVAAKNLQEAEEWYKSKFADLSE.... Result: 1 (interaction).